Dataset: Forward reaction prediction with 1.9M reactions from USPTO patents (1976-2016). Task: Predict the product of the given reaction. (1) Given the reactants [F:1][C:2]([F:14])([F:13])[C:3]([C:5]1[CH:10]=[CH:9][C:8](F)=[CH:7][C:6]=1F)=[O:4].[Cl:15][C:16]1[CH:17]=[C:18]([CH:21]=[C:22]([Cl:24])[CH:23]=1)[CH2:19][NH2:20].[CH:25]([N:28](CC)[CH:29]([CH3:31])C)([CH3:27])C.C(#[N:36])C, predict the reaction product. The product is: [ClH:15].[Cl:15][C:16]1[CH:17]=[C:18]([CH:21]=[C:22]([Cl:24])[CH:23]=1)[CH2:19][NH:20][C:6]1[CH:7]=[C:8]([N:36]2[CH2:31][CH2:29][NH:28][CH2:25][CH2:27]2)[CH:9]=[CH:10][C:5]=1[C:3](=[O:4])[C:2]([F:14])([F:13])[F:1]. (2) Given the reactants [F:1][C:2]1[CH:19]=[N:18][C:5]2[O:6][C@@H:7]([CH3:17])[C:8](=[O:16])[N:9]([CH:10]3[CH2:15][CH2:14][NH:13][CH2:12][CH2:11]3)[C:4]=2[CH:3]=1.[C:20]([O:24][C:25](=[O:47])[C:26]([CH3:46])([CH3:45])[CH2:27][O:28][C:29]1[CH:34]=[CH:33][CH:32]=[CH:31][C:30]=1[C:35]1[CH:40]=[CH:39][C:38]([C:41](O)=[O:42])=[C:37]([F:44])[CH:36]=1)([CH3:23])([CH3:22])[CH3:21].F[P-](F)(F)(F)(F)F.N1(OC(N(C)C)=[N+](C)C)C2C=CC=CC=2N=N1.C(N(C(C)C)CC)(C)C, predict the reaction product. The product is: [F:44][C:37]1[CH:36]=[C:35]([C:30]2[CH:31]=[CH:32][CH:33]=[CH:34][C:29]=2[O:28][CH2:27][C:26]([CH3:46])([CH3:45])[C:25]([O:24][C:20]([CH3:23])([CH3:22])[CH3:21])=[O:47])[CH:40]=[CH:39][C:38]=1[C:41]([N:13]1[CH2:12][CH2:11][CH:10]([N:9]2[C:8](=[O:16])[C@H:7]([CH3:17])[O:6][C:5]3[N:18]=[CH:19][C:2]([F:1])=[CH:3][C:4]2=3)[CH2:15][CH2:14]1)=[O:42]. (3) Given the reactants Cl[C:2]1[N:11]=[C:10](Cl)[C:9]2[C:4](=[CH:5][CH:6]=[CH:7][CH:8]=2)[N:3]=1.[CH:13]1([NH2:23])[C:22]2[C:17](=[CH:18][CH:19]=[CH:20][CH:21]=2)[CH2:16][CH2:15][CH2:14]1.[Cl:24][C:25]1[CH:32]=[CH:31][C:28]([CH2:29][NH2:30])=[CH:27][CH:26]=1, predict the reaction product. The product is: [Cl:24][C:25]1[CH:32]=[CH:31][C:28]([CH2:29][NH:30][C:2]2[N:11]=[C:10]([NH:23][CH:13]3[C:22]4[C:17](=[CH:18][CH:19]=[CH:20][CH:21]=4)[CH2:16][CH2:15][CH2:14]3)[C:9]3[C:4](=[CH:5][CH:6]=[CH:7][CH:8]=3)[N:3]=2)=[CH:27][CH:26]=1. (4) Given the reactants [CH3:1][C@@:2]1([C:8]2[CH:17]=[CH:16][C:15]3[C:10](=[CH:11][CH:12]=[C:13]([O:18][CH:19]4[CH2:24][CH2:23][C:22]5([CH2:29][CH2:28][CH2:27][CH2:26][CH2:25]5)[CH2:21][CH2:20]4)[CH:14]=3)[CH:9]=2)[CH2:6][O:5]C(=O)[NH:3]1.[OH-].[Li+].C(O)C.O, predict the reaction product. The product is: [NH2:3][C@@:2]([C:8]1[CH:17]=[CH:16][C:15]2[C:10](=[CH:11][CH:12]=[C:13]([O:18][CH:19]3[CH2:24][CH2:23][C:22]4([CH2:29][CH2:28][CH2:27][CH2:26][CH2:25]4)[CH2:21][CH2:20]3)[CH:14]=2)[CH:9]=1)([CH3:1])[CH2:6][OH:5]. (5) Given the reactants Br[C:2]1[CH:3]=[N:4]C=[CH:6][CH:7]=1.[CH2:8]([N:12]1[CH:16]=[C:15]([C:17]2[S:21][C:20]([C:22]([NH:24][C@@H:25]3[CH2:29][CH2:28][NH:27][CH2:26]3)=[O:23])=[CH:19][CH:18]=2)[CH:14]=[N:13]1)[CH:9]([CH3:11])[CH3:10].[NH:30]1CC(C(NC2C=CC(OC3CCN(C(OC(C)(C)C)=O)CC3)=CC=2)=O)C1, predict the reaction product. The product is: [CH3:10][CH:9]([CH3:11])[CH2:8][N:12]1[CH:16]=[C:15]([C:17]2[S:21][C:20]([C:22]([NH:24][C@@H:25]3[CH2:29][CH2:28][N:27]([C:7]4[CH:2]=[CH:3][N:4]=[N:30][CH:6]=4)[CH2:26]3)=[O:23])=[CH:19][CH:18]=2)[CH:14]=[N:13]1.